This data is from Forward reaction prediction with 1.9M reactions from USPTO patents (1976-2016). The task is: Predict the product of the given reaction. (1) Given the reactants [N:1]1([N:8]2[C:13](=[O:14])[CH:12]3[S:15][C:16]4[N:21]=[CH:20][CH:19]=[C:18]([N:22]([CH3:24])[CH3:23])[C:17]=4[CH:11]3[N:10]=[CH:9]2)[CH2:7][CH2:6][CH2:5][CH2:4][CH2:3][CH2:2]1.CN(C)C1C2C3C(SC=2N=CC=1)C(=[O:40])N(C1C=CC(CC)=CC=1)C=N3.N, predict the reaction product. The product is: [N:1]1([N:8]2[C:13](=[O:14])[CH:12]3[S:15][C:16]4[N:21]=[CH:20][CH:19]=[C:18]([N+:22]([CH3:24])([CH3:23])[O-:40])[C:17]=4[CH:11]3[N:10]=[CH:9]2)[CH2:2][CH2:3][CH2:4][CH2:5][CH2:6][CH2:7]1. (2) The product is: [CH3:33][C:31]1[CH:32]=[C:27]([CH3:26])[N:28]=[C:29]([C:34]2[CH:35]=[CH:36][C:37]([C:18]3[CH:17]=[CH:16][CH:15]=[C:14]([C:12]4[N:13]=[C:8]([C:4]5[CH:5]=[CH:6][CH:7]=[CH:2][CH:3]=5)[N:9]=[C:10]([C:20]5[CH:25]=[CH:24][CH:23]=[CH:22][CH:21]=5)[N:11]=4)[CH:19]=3)=[CH:38][CH:39]=2)[N:30]=1. Given the reactants Br[C:2]1[CH:3]=[C:4]([C:8]2[N:13]=[C:12]([C:14]3[CH:19]=[CH:18][CH:17]=[CH:16][CH:15]=3)[N:11]=[C:10]([C:20]3[CH:25]=[CH:24][CH:23]=[CH:22][CH:21]=3)[N:9]=2)[CH:5]=[CH:6][CH:7]=1.[CH3:26][C:27]1[CH:32]=[C:31]([CH3:33])[N:30]=[C:29]([C:34]2[CH:39]=[CH:38][C:37](B3OC(C)(C)C(C)(C)O3)=[CH:36][CH:35]=2)[N:28]=1.C(P)(C)(C)C.[OH-].[Na+], predict the reaction product. (3) Given the reactants [NH2:1][C:2]1[CH:3]=[CH:4][C:5]2[N:6]([CH:8]=[C:9]([C:11]([O:13][CH2:14][CH3:15])=[O:12])[N:10]=2)[CH:7]=1.C(N(CC)CC)C.[CH3:23][N:24]([CH3:28])[C:25](Cl)=[O:26], predict the reaction product. The product is: [CH3:23][N:24]([CH3:28])[C:25](=[O:26])[NH:1][C:2]1[CH:3]=[CH:4][C:5]2[N:6]([CH:8]=[C:9]([C:11]([O:13][CH2:14][CH3:15])=[O:12])[N:10]=2)[CH:7]=1. (4) Given the reactants [CH3:1][O:2][C:3]1[C:11]2[O:10][C:9]([C:12]([OH:14])=O)=[CH:8][C:7]=2[CH:6]=[CH:5][CH:4]=1.[NH:15]1[CH2:20][CH2:19][O:18][CH2:17][CH2:16]1, predict the reaction product. The product is: [CH3:1][O:2][C:3]1[C:11]2[O:10][C:9]([C:12]([N:15]3[CH2:20][CH2:19][O:18][CH2:17][CH2:16]3)=[O:14])=[CH:8][C:7]=2[CH:6]=[CH:5][CH:4]=1. (5) The product is: [O:1]=[C:2]1[C:7]2[CH:8]=[CH:9][CH:10]=[CH:11][C:6]=2[S:5][C:4]([C:12]2[N:17]=[C:16]([CH2:18][CH2:19][CH2:20][CH2:21][C:22]([OH:24])=[O:23])[CH:15]=[CH:14][CH:13]=2)=[N:3]1. Given the reactants [O:1]=[C:2]1[C:7]2[CH:8]=[CH:9][CH:10]=[CH:11][C:6]=2[S:5][C:4]([C:12]2[N:17]=[C:16]([CH2:18][CH2:19][CH2:20][CH2:21][C:22]([O:24]CC[Si](C)(C)C)=[O:23])[CH:15]=[CH:14][CH:13]=2)=[N:3]1.[F-].C([N+](CCCC)(CCCC)CCCC)CCC.O1CCCC1, predict the reaction product. (6) Given the reactants [CH3:1][C:2]1[CH:11]=[CH:10][C:9]2[C:4](=[C:5]([CH2:14][CH2:15][CH3:16])[C:6]([CH2:12]O)=[N:7][CH:8]=2)[N:3]=1.C(Br)(Br)(Br)[Br:18].C1C=CC(P(C2C=CC=CC=2)C2C=CC=CC=2)=CC=1, predict the reaction product. The product is: [Br:18][CH2:12][C:6]1[C:5]([CH2:14][CH2:15][CH3:16])=[C:4]2[C:9]([CH:10]=[CH:11][C:2]([CH3:1])=[N:3]2)=[CH:8][N:7]=1.